This data is from Full USPTO retrosynthesis dataset with 1.9M reactions from patents (1976-2016). The task is: Predict the reactants needed to synthesize the given product. (1) The reactants are: [CH3:1][O:2][C:3]1[C:4]([C:8]([OH:10])=O)=[CH:5][S:6][CH:7]=1.F[P-](F)(F)(F)(F)F.CN(C(ON1C2=NC=CC=C2N=N1)=[N+](C)C)C.[NH:35]1[C:43]2[C:38](=[C:39]([C:44]3[CH:45]=[C:46]([NH2:53])[C:47]4[CH:48]=[N:49][NH:50][C:51]=4[CH:52]=3)[CH:40]=[CH:41][CH:42]=2)[CH:37]=[CH:36]1. Given the product [NH:35]1[C:43]2[C:38](=[C:39]([C:44]3[CH:52]=[C:51]4[C:47]([CH:48]=[N:49][NH:50]4)=[C:46]([NH:53][C:8]([C:4]4[C:3]([O:2][CH3:1])=[CH:7][S:6][CH:5]=4)=[O:10])[CH:45]=3)[CH:40]=[CH:41][CH:42]=2)[CH:37]=[CH:36]1, predict the reactants needed to synthesize it. (2) Given the product [CH2:11]([NH:18][C:19]([C:21]1[S:25][C:24]([N:26]2[CH:31]=[CH:30][C:29]([O:32][CH2:2][C:3]3[N:4]=[C:5]([CH:8]([CH3:10])[CH3:9])[S:6][CH:7]=3)=[CH:28][C:27]2=[O:33])=[N:23][C:22]=1[CH3:34])=[O:20])[C:12]1[CH:17]=[CH:16][CH:15]=[CH:14][CH:13]=1, predict the reactants needed to synthesize it. The reactants are: Cl[CH2:2][C:3]1[N:4]=[C:5]([CH:8]([CH3:10])[CH3:9])[S:6][CH:7]=1.[CH2:11]([NH:18][C:19]([C:21]1[S:25][C:24]([N:26]2[CH:31]=[CH:30][C:29]([OH:32])=[CH:28][C:27]2=[O:33])=[N:23][C:22]=1[CH3:34])=[O:20])[C:12]1[CH:17]=[CH:16][CH:15]=[CH:14][CH:13]=1. (3) Given the product [NH2:29][C:30]1[CH:31]=[N:32][CH:33]=[CH:34][C:35]=1[C@@H:36]1[O:41][C@H:40]([CH:42]2[CH2:43][CH2:44]2)[C@:39]([OH:46])([CH3:45])[C@H:38]([NH:47][C:48](=[O:54])[O:49][C:50]([CH3:53])([CH3:52])[CH3:51])[CH2:37]1, predict the reactants needed to synthesize it. The reactants are: C(NC1C[C@H](C2C=CN=CC=2[N+]([O-])=O)O[C@H](C2CC2)[C@@]1(C)O)C1C=CC=CC=1.[NH2:29][C:30]1[CH:31]=[N:32][CH:33]=[CH:34][C:35]=1[C@H:36]1[O:41][C@@H:40]([CH:42]2[CH2:44][CH2:43]2)[C@@:39]([OH:46])([CH3:45])[C@@H:38]([NH:47][C:48](=[O:54])[O:49][C:50]([CH3:53])([CH3:52])[CH3:51])[CH2:37]1. (4) The reactants are: Br[C:2]1[CH:3]=[CH:4][C:5]2[N:6]([CH:8]=[C:9]([C:11]3[CH:16]=[CH:15][C:14]([Cl:17])=[CH:13][CH:12]=3)[N:10]=2)[CH:7]=1.[C:18](#N)[CH3:19].C(=O)([O-])[OH:22].[Na+].[C:26]1(C)[CH:31]=[CH:30][CH:29]=[CH:28][CH:27]=1. Given the product [Cl:17][C:14]1[CH:15]=[CH:16][C:11]([C:9]2[N:10]=[C:5]3[CH:4]=[CH:3][C:2]([C:27]4[CH:28]=[C:29]([C:18](=[O:22])[CH3:19])[CH:30]=[CH:31][CH:26]=4)=[CH:7][N:6]3[CH:8]=2)=[CH:12][CH:13]=1, predict the reactants needed to synthesize it.